The task is: Predict the reaction yield, written as a fraction of the theoretical maximum amount of product (1.0 means a 100% yield; for example, 0.34 means a 34% yield).. This data is from Reaction yield outcomes from USPTO patents with 853,638 reactions. (1) The reactants are CS(O[C@@H:6]1[CH2:11][CH2:10][O:9][CH2:8][C@H:7]1[NH:12][C:13]([O:15][C:16]([CH3:19])([CH3:18])[CH3:17])=[O:14])(=O)=O.[N-:20]=[N+:21]=[N-:22].[Na+].C([O-])(=O)C.[Na+]. The catalyst is CN(C=O)C. The product is [N:20]([C@H:6]1[CH2:11][CH2:10][O:9][CH2:8][C@H:7]1[NH:12][C:13](=[O:14])[O:15][C:16]([CH3:19])([CH3:18])[CH3:17])=[N+:21]=[N-:22]. The yield is 1.00. (2) The reactants are [CH3:1][C:2]([CH3:13])([C:11]#[CH:12])[CH2:3][O:4][CH:5]1[CH2:10][CH2:9][CH2:8][CH2:7][O:6]1.C[O:15][C:16]([C:18]1[S:19][C:20](I)=[CH:21][C:22]=1[N:23]([CH:33]1[CH2:38][CH2:37][CH:36]([OH:39])[CH2:35][CH2:34]1)[C:24]([CH:26]1[CH2:31][CH2:30][CH:29]([CH3:32])[CH2:28][CH2:27]1)=[O:25])=[O:17].C([N:43]([CH2:46][CH3:47])[CH2:44][CH3:45])C.[CH3:48]N(C=O)C. The catalyst is Cl[Pd](Cl)([P](C1C=CC=CC=1)(C1C=CC=CC=1)C1C=CC=CC=1)[P](C1C=CC=CC=1)(C1C=CC=CC=1)C1C=CC=CC=1.[Cu]I. The product is [CH3:1][C:2]([CH3:13])([CH2:3][O:4][CH:5]1[CH2:10][CH2:9][CH2:8][CH2:7][O:6]1)[C:11]#[C:12][C:20]1[S:19][C:18]([C:16]([OH:15])=[O:17])=[C:22]([N:23]([C:24]([CH:26]2[CH2:27][CH2:28][CH:29]([CH3:32])[CH2:30][CH2:31]2)=[O:25])[CH:33]2[CH2:34][CH2:35][CH:36]([O:39][C:46]3[CH:47]=[CH:48][CH:45]=[CH:44][N:43]=3)[CH2:37][CH2:38]2)[CH:21]=1. The yield is 0.690. (3) The reactants are [F:1][C:2]1[CH:7]=[CH:6][C:5]([C:8]2([C:14]3[N:23]=[C:22](SC)[C:21]4[C:16](=[CH:17][CH:18]=[CH:19][CH:20]=4)[N:15]=3)[CH2:13][CH2:12][O:11][CH2:10][CH2:9]2)=[CH:4][CH:3]=1.ClC1C=CC=C(C(OO)=O)C=1.S([O-])([O-])(=O)=S.[Na+].[Na+].C(=O)(O)[O-].[Na+].[CH3:49][C:50]1[NH:54][N:53]=[C:52]([NH2:55])[CH:51]=1. The catalyst is C(Cl)Cl.C1COCC1. The product is [F:1][C:2]1[CH:7]=[CH:6][C:5]([C:8]2([C:14]3[N:23]=[C:22]([NH:55][C:52]4[CH:51]=[C:50]([CH3:49])[NH:54][N:53]=4)[C:21]4[C:16](=[CH:17][CH:18]=[CH:19][CH:20]=4)[N:15]=3)[CH2:13][CH2:12][O:11][CH2:10][CH2:9]2)=[CH:4][CH:3]=1. The yield is 0.110. (4) The reactants are Cl[C:2]1[CH:7]=[CH:6][C:5]([NH:8][C:9]([NH:11][C:12]2[CH:17]=[CH:16][CH:15]=[C:14]([C:18]3[CH:23]=[CH:22][CH:21]=[C:20]([N:24]4[CH2:28][CH2:27][CH2:26][CH2:25]4)[N:19]=3)[CH:13]=2)=[O:10])=[CH:4][CH:3]=1.[F:29][C:30]([F:39])([F:38])C1C=C(C=CC=1)N.CCN(C(C)C)C(C)C. The catalyst is CN(C=O)C. The product is [N:24]1([C:20]2[N:19]=[C:18]([C:14]3[CH:13]=[C:12]([NH:11][C:9]([NH:8][C:5]4[CH:6]=[CH:7][CH:2]=[C:3]([C:30]([F:39])([F:38])[F:29])[CH:4]=4)=[O:10])[CH:17]=[CH:16][CH:15]=3)[CH:23]=[CH:22][CH:21]=2)[CH2:28][CH2:27][CH2:26][CH2:25]1. The yield is 0.670.